Predict the reactants needed to synthesize the given product. From a dataset of Full USPTO retrosynthesis dataset with 1.9M reactions from patents (1976-2016). (1) Given the product [Cl:11][C:12]1[CH:17]=[CH:16][CH:15]=[CH:14][C:13]=1[N:18]1[C:2]2[CH:7]=[CH:6][CH:5]=[CH:4][C:3]=2[N:8]=[C:19]1[CH3:20], predict the reactants needed to synthesize it. The reactants are: I[C:2]1[CH:7]=[CH:6][CH:5]=[CH:4][C:3]=1[N+:8]([O-])=O.[Cl:11][C:12]1[CH:17]=[CH:16][CH:15]=[CH:14][C:13]=1[NH:18][C:19](=O)[CH3:20]. (2) Given the product [Cl:14][C:15]1[CH:20]=[C:19]([Cl:21])[CH:18]=[CH:17][C:16]=1[CH2:22][NH:23][C:24]([N:12]1[CH2:13][C:9]2([CH2:10][N:7]([C:2]3[N:3]=[CH:4][CH:5]=[CH:6][N:1]=3)[CH2:8]2)[CH2:11]1)=[O:25], predict the reactants needed to synthesize it. The reactants are: [N:1]1[CH:6]=[CH:5][CH:4]=[N:3][C:2]=1[N:7]1[CH2:10][C:9]2([CH2:13][NH:12][CH2:11]2)[CH2:8]1.[Cl:14][C:15]1[CH:20]=[C:19]([Cl:21])[CH:18]=[CH:17][C:16]=1[CH2:22][N:23]=[C:24]=[O:25]. (3) Given the product [CH:5]1([CH2:6][SiH:12]([Cl:14])[Cl:13])[CH2:4][CH2:3][CH:2]=[CH:1]1, predict the reactants needed to synthesize it. The reactants are: [CH2:1]1[CH:5]2[CH:6]3C=CC([CH:4]2[CH:3]=[CH:2]1)C3.C[SiH:12]([Cl:14])[Cl:13].CCCCCCCCCCCCCCCC. (4) Given the product [CH3:52][O:51][C:49](=[O:50])[NH:48][C@@H:44]([CH:45]([CH3:47])[CH3:46])[C:43]([N:39]1[CH2:40][CH2:41][CH2:42][C@H:38]1[C:36]1[NH:37][C:33]([C:30]2[CH:31]=[CH:32][C:27]([C:24]3[CH:25]=[CH:26][C:21]([C:18]4[NH:17][C:16]([C@@:9]5([C:78]([CH3:91])([CH3:100])[CH3:76])[CH2:10][C@H:11]([CH2:13][O:14][CH3:15])[CH2:12][N:8]5[C:64](=[O:66])[C@H:63]([NH2:62])[C:67]5[CH:68]=[CH:69][CH:70]=[CH:71][CH:72]=5)=[N:20][CH:19]=4)=[CH:22][CH:23]=3)=[CH:28][CH:29]=2)=[CH:34][N:35]=1)=[O:53], predict the reactants needed to synthesize it. The reactants are: C(OC([N:8]1[CH2:12][C@@H:11]([CH2:13][O:14][CH3:15])[CH2:10][C@H:9]1[C:16]1[NH:17][C:18]([C:21]2[CH:26]=[CH:25][C:24]([C:27]3[CH:32]=[CH:31][C:30]([C:33]4[NH:37][C:36]([C@@H:38]5[CH2:42][CH2:41][CH2:40][N:39]5[C:43](=[O:53])[C@@H:44]([NH:48][C:49]([O:51][CH3:52])=[O:50])[CH:45]([CH3:47])[CH3:46])=[N:35][CH:34]=4)=[CH:29][CH:28]=3)=[CH:23][CH:22]=2)=[CH:19][N:20]=1)=O)(C)(C)C.Cl.C(OC([NH:62][C@H:63]([C:67]1[CH:72]=[CH:71][CH:70]=[CH:69][CH:68]=1)[C:64]([OH:66])=O)=O)(C)(C)C.CCO[C:76]([C:78]([C:91]#N)=NOC(N1CCOCC1)=[N+](C)C)=O.F[P-](F)(F)(F)(F)F.[CH3:100]CN(C(C)C)C(C)C.